From a dataset of Reaction yield outcomes from USPTO patents with 853,638 reactions. Predict the reaction yield, written as a fraction of the theoretical maximum amount of product (1.0 means a 100% yield; for example, 0.34 means a 34% yield). (1) The reactants are [NH2:1][C:2]1[C:7]([N+:8]([O-:10])=[O:9])=[CH:6][CH:5]=[CH:4][C:3]=1[OH:11].[CH2:12](C(CC)(CC)C([O-])([O-])[O-])[CH3:13]. No catalyst specified. The product is [CH3:12][C:13]1[O:11][C:3]2[CH:4]=[CH:5][CH:6]=[C:7]([N+:8]([O-:10])=[O:9])[C:2]=2[N:1]=1. The yield is 0.950. (2) The reactants are CS(I)(C)(C)=O.[CH3:7][C:8]([O-:11])([CH3:10])[CH3:9].[K+].[Br:13][C:14]1[CH:33]=[CH:32][C:17]2[O:18]CC(=O)C3[S:25][C:24]([C:26]([O:28][CH2:29][CH3:30])=[O:27])=[N:23][C:22]=3[C:16]=2[CH:15]=1. The catalyst is ClCCl. The product is [Br:13][C:14]1[CH:33]=[CH:32][C:17]2[O:18][CH2:7][C:8]3([C:10]4[S:25][C:24]([C:26]([O:28][CH2:29][CH3:30])=[O:27])=[N:23][C:22]=4[C:16]=2[CH:15]=1)[CH2:9][O:11]3. The yield is 0.480. (3) The product is [CH2:21]([O:16][CH2:15][CH2:14][C:11]1[CH:12]=[CH:13][C:8]([CH2:7][C:6]2[CH:17]=[C:2]([Br:1])[CH:3]=[CH:4][C:5]=2[Cl:18])=[CH:9][CH:10]=1)[CH:20]=[CH2:19]. The yield is 0.890. The catalyst is [I-].C([N+](CCCC)(CCCC)CCCC)CCC.O. The reactants are [Br:1][C:2]1[CH:3]=[CH:4][C:5]([Cl:18])=[C:6]([CH:17]=1)[CH2:7][C:8]1[CH:13]=[CH:12][C:11]([CH2:14][CH2:15][OH:16])=[CH:10][CH:9]=1.[CH2:19](Br)[CH:20]=[CH2:21].[OH-].[K+]. (4) The reactants are [CH:1]1([CH:7]([C:19]2[CH:23]=[C:22]([C:24]3[CH:29]=[CH:28][C:27]([C:30]([F:33])([F:32])[F:31])=[CH:26][CH:25]=3)[O:21][C:20]=2[CH2:34][O:35][CH3:36])[O:8][C:9]2[CH:18]=[CH:17][C:12]([C:13]([O:15]C)=[O:14])=[CH:11][CH:10]=2)[CH2:6][CH2:5][CH2:4][CH2:3][CH2:2]1.[OH-].[Li+].O.Cl. The catalyst is CO.O1CCCC1. The product is [CH:1]1([CH:7]([C:19]2[CH:23]=[C:22]([C:24]3[CH:25]=[CH:26][C:27]([C:30]([F:31])([F:32])[F:33])=[CH:28][CH:29]=3)[O:21][C:20]=2[CH2:34][O:35][CH3:36])[O:8][C:9]2[CH:10]=[CH:11][C:12]([C:13]([OH:15])=[O:14])=[CH:17][CH:18]=2)[CH2:6][CH2:5][CH2:4][CH2:3][CH2:2]1. The yield is 0.270. (5) The reactants are [ClH:1].[S:2]1[CH:6]=[CH:5][N:4]=[C:3]1[C:7]1([NH:11]S(C(C)(C)C)=O)[CH2:10][O:9][CH2:8]1. The catalyst is O1CCOCC1.CO. The product is [ClH:1].[S:2]1[CH:6]=[CH:5][N:4]=[C:3]1[C:7]1([NH2:11])[CH2:10][O:9][CH2:8]1. The yield is 0.700.